From a dataset of Full USPTO retrosynthesis dataset with 1.9M reactions from patents (1976-2016). Predict the reactants needed to synthesize the given product. (1) Given the product [OH:84][CH:12]([CH2:11][CH2:10][CH2:9][CH2:8][CH2:7][CH2:6][CH2:5][CH2:4][CH2:3][CH2:2][CH3:1])[CH2:13][C:14]([OH:15])=[O:92], predict the reactants needed to synthesize it. The reactants are: [CH3:1][CH2:2][CH2:3][CH2:4][CH2:5][CH2:6][CH2:7][CH2:8][CH2:9][CH2:10][CH2:11][C@@H:12]([OH:84])[CH2:13][C:14](N/C(/C(N[C@@H]1C(=O)N[C@H]([C@H](O)C)C(=O)N[C@H](CC2C=CC(O)=CC=2)C(=O)N[C@H](CCC(N)=O)C(=O)NCC(=O)N/C(=C\C)/C(=O)N[C@@H]([C@@H](O)C)C(=O)N[C@@H](CC2NC=NC=2)C(=O)O[C@@H]1C)=O)=C\C)=[O:15].Cl.C1([OH:92])C=CC=CC=1. (2) Given the product [C:39]([O:38][C:36]([C:33]1[CH:34]=[CH:35][C:30]([C:17]2[C:18]([CH3:28])([CH3:29])[C@H:19]3[C@:14]([CH3:43])([CH2:15][CH:16]=2)[C@@H:13]2[C@:22]([CH3:27])([C@@:23]4([CH3:26])[C@H:10]([CH2:11][CH2:12]2)[C@H:9]2[C@H:5]([C:3]([CH2:2][N:55]([CH3:56])[CH3:54])=[CH2:4])[CH2:6][CH2:7][C@:8]2([C:44]([OH:46])=[O:45])[CH2:25][CH2:24]4)[CH2:21][CH2:20]3)=[CH:31][CH:32]=1)=[O:37])([CH3:41])([CH3:42])[CH3:40], predict the reactants needed to synthesize it. The reactants are: Br[CH2:2][C:3]([C@H:5]1[C@@H:9]2[C@@H:10]3[C@@:23]([CH3:26])([CH2:24][CH2:25][C@@:8]2([C:44]([O:46][Si](C(C)(C)C)(C)C)=[O:45])[CH2:7][CH2:6]1)[C@@:22]1([CH3:27])[C@@H:13]([C@:14]2([CH3:43])[C@@H:19]([CH2:20][CH2:21]1)[C:18]([CH3:29])([CH3:28])[C:17]([C:30]1[CH:35]=[CH:34][C:33]([C:36]([O:38][C:39]([CH3:42])([CH3:41])[CH3:40])=[O:37])=[CH:32][CH:31]=1)=[CH:16][CH2:15]2)[CH2:12][CH2:11]3)=[CH2:4].[CH3:54][NH:55][CH3:56]. (3) Given the product [F:39][C:2]([F:1])([F:38])[C:3]1[CH:4]=[C:5]([CH:31]=[C:32]([C:34]([F:35])([F:36])[F:37])[CH:33]=1)[CH2:6][N:7]([CH2:14][C:15]1[CH:20]=[C:19]([C:21]([F:24])([F:23])[F:22])[CH:18]=[CH:17][C:16]=1[C:25]([CH:27]1[CH2:28][CH2:29][CH2:30]1)([OH:26])[CH3:40])[C:8]1[N:9]=[N:10][N:11]([CH3:13])[N:12]=1, predict the reactants needed to synthesize it. The reactants are: [F:1][C:2]([F:39])([F:38])[C:3]1[CH:4]=[C:5]([CH:31]=[C:32]([C:34]([F:37])([F:36])[F:35])[CH:33]=1)[CH2:6][N:7]([CH2:14][C:15]1[CH:20]=[C:19]([C:21]([F:24])([F:23])[F:22])[CH:18]=[CH:17][C:16]=1[C:25]([CH:27]1[CH2:30][CH2:29][CH2:28]1)=[O:26])[C:8]1[N:9]=[N:10][N:11]([CH3:13])[N:12]=1.[CH3:40][Mg]Br. (4) Given the product [OH:4][C:3]1[C:5](=[N:10][C:11]2[CH:16]=[CH:15][C:14]([OH:17])=[CH:13][CH:12]=2)[CH:6]=[C:7]([NH:19][C:2]2[CH:8]=[CH:7][C:6]([OH:18])=[CH:5][CH:3]=2)[C:8](=[O:9])[C:2]=1[CH3:1], predict the reactants needed to synthesize it. The reactants are: [CH3:1][C:2]1[C:8]([OH:9])=[CH:7][CH:6]=[CH:5][C:3]=1[OH:4].[NH2:10][C:11]1[CH:16]=[CH:15][C:14]([OH:17])=[CH:13][CH:12]=1.[OH-:18].[NH4+:19]. (5) Given the product [Cl:13][C:14]1[CH:21]=[CH:20][C:17]([CH2:18][O:1][CH2:2][C:3]2[O:7][N:6]=[C:5]([C:8]([OH:10])=[O:9])[CH:4]=2)=[CH:16][C:15]=1[F:22], predict the reactants needed to synthesize it. The reactants are: [OH:1][CH2:2][C:3]1[O:7][N:6]=[C:5]([C:8]([O:10]CC)=[O:9])[CH:4]=1.[Cl:13][C:14]1[CH:21]=[CH:20][C:17]([CH2:18]Br)=[CH:16][C:15]=1[F:22].[H-].[Na+].Cl.[OH-].[K+]. (6) Given the product [N+:26]([C:29]1[CH:35]=[CH:34][C:32]([NH:33]/[C:16](=[C:6]2\[C:5](=[O:25])[NH:4][C:12]3[C:7]\2=[CH:8][C:9]([N+:13]([O-:15])=[O:14])=[CH:10][CH:11]=3)/[C:17]2[CH:18]=[CH:19][CH:20]=[CH:21][CH:22]=2)=[CH:31][CH:30]=1)([O-:28])=[O:27], predict the reactants needed to synthesize it. The reactants are: C([N:4]1[C:12]2[C:7](=[CH:8][C:9]([N+:13]([O-:15])=[O:14])=[CH:10][CH:11]=2)[C:6](=[C:16](OC)[C:17]2[CH:22]=[CH:21][CH:20]=[CH:19][CH:18]=2)[C:5]1=[O:25])(=O)C.[N+:26]([C:29]1[CH:35]=[CH:34][C:32]([NH2:33])=[CH:31][CH:30]=1)([O-:28])=[O:27].N. (7) Given the product [N:20]1[CH:25]=[CH:24][CH:23]=[CH:22][C:21]=1[CH2:26][N:4]1[CH2:3][CH2:2][N:1]([C:7]2[CH:8]=[CH:9][C:10]3[N:11]([C:13]([C:16]([F:17])([F:18])[F:19])=[N:14][N:15]=3)[N:12]=2)[CH2:6][CH2:5]1, predict the reactants needed to synthesize it. The reactants are: [N:1]1([C:7]2[CH:8]=[CH:9][C:10]3[N:11]([C:13]([C:16]([F:19])([F:18])[F:17])=[N:14][N:15]=3)[N:12]=2)[CH2:6][CH2:5][NH:4][CH2:3][CH2:2]1.[N:20]1[CH:25]=[CH:24][CH:23]=[CH:22][C:21]=1[CH:26]=O.